From a dataset of Full USPTO retrosynthesis dataset with 1.9M reactions from patents (1976-2016). Predict the reactants needed to synthesize the given product. (1) The reactants are: [CH3:1][O:2][C:3]1[CH:19]=[CH:18][C:6]([CH2:7][N:8]2[C:13](=[O:14])[CH:12]=[CH:11][C:10]([C:15](O)=[O:16])=[CH:9]2)=[CH:5][CH:4]=1.ClC(OCC(C)C)=O.C(N(CC)CC)C.C(=O)([O-])[O-].[BH4-].[Na+]. Given the product [OH:16][CH2:15][C:10]1[CH:11]=[CH:12][C:13](=[O:14])[N:8]([CH2:7][C:6]2[CH:5]=[CH:4][C:3]([O:2][CH3:1])=[CH:19][CH:18]=2)[CH:9]=1, predict the reactants needed to synthesize it. (2) Given the product [Br:27][CH2:1][C:2]1([F:17])[CH2:6][CH2:5][N:4]([C:7]([O:9][CH2:10][C:11]2[CH:16]=[CH:15][CH:14]=[CH:13][CH:12]=2)=[O:35])[CH2:3]1, predict the reactants needed to synthesize it. The reactants are: [CH2:1]=[C:2]1[CH2:6][CH2:5][N:4]([C:7]([O:9][CH2:10][C:11]2[CH:16]=[CH:15][CH:14]=[CH:13][CH:12]=2)=O)[CH2:3]1.[FH:17].F.F.C(N(CC)CC)C.[Br:27]N1C(=O)CCC1=O.[OH-:35].[Na+]. (3) Given the product [Br:21][C:6]1[C:5]2[C:10](=[CH:11][CH:12]=[C:3]([O:2][CH3:1])[CH:4]=2)[N:9]=[C:8]([C:13]2[CH:14]=[N:15][CH:16]=[CH:17][CH:18]=2)[N:7]=1, predict the reactants needed to synthesize it. The reactants are: [CH3:1][O:2][C:3]1[CH:4]=[C:5]2[C:10](=[CH:11][CH:12]=1)[N:9]=[C:8]([C:13]1[CH:14]=[N:15][CH:16]=[CH:17][CH:18]=1)[NH:7][C:6]2=O.P(Br)(Br)[Br:21].[OH-].[NH4+]. (4) Given the product [NH2:1][C:2]([NH:4][C:5]1[CH:9]=[C:8]([C:10]2[CH:15]=[CH:14][CH:13]=[C:12]([O:16][CH2:21][CH2:22][N:23]3[CH2:27][CH2:26][CH2:25][CH2:24]3)[CH:11]=2)[S:7][C:6]=1[C:17]([NH2:19])=[O:18])=[O:3], predict the reactants needed to synthesize it. The reactants are: [NH2:1][C:2]([NH:4][C:5]1[CH:9]=[C:8]([C:10]2[CH:15]=[CH:14][CH:13]=[C:12]([OH:16])[CH:11]=2)[S:7][C:6]=1[C:17]([NH2:19])=[O:18])=[O:3].Cl[CH2:21][CH2:22][N:23]1[CH2:27][CH2:26][CH2:25][CH2:24]1. (5) Given the product [I:9][C:10]1[NH:14][C:13]([C:15]2([CH3:19])[CH2:18][O:17][CH2:16]2)=[N:12][C:11]=1[C:20]#[N:3], predict the reactants needed to synthesize it. The reactants are: CC1[NH:3]C=C(C#N)N=1.[I:9][C:10]1[NH:14][C:13]([C:15]2([CH3:19])[CH2:18][O:17][CH2:16]2)=[N:12][C:11]=1[C:20](F)(F)F.CC1NC=C(C(F)(F)F)N=1. (6) Given the product [C:1]([O:5][C:6]([N:8]1[CH2:9][CH2:10][N:11]([CH2:14][C:15]([OH:17])=[O:16])[CH2:12][CH2:13]1)=[O:7])([CH3:4])([CH3:2])[CH3:3], predict the reactants needed to synthesize it. The reactants are: [C:1]([O:5][C:6]([N:8]1[CH2:13][CH2:12][N:11]([CH2:14][C:15]([O:17]CC)=[O:16])[CH2:10][CH2:9]1)=[O:7])([CH3:4])([CH3:3])[CH3:2].[OH-].[Na+]. (7) Given the product [I:17][C:13]1[CH:12]=[C:11]2[C:16](=[CH:15][CH:14]=1)[NH:6][C:3](=[O:5])[CH:4]=[C:9]2[C:7]([OH:28])=[O:8], predict the reactants needed to synthesize it. The reactants are: [OH-].[Na+].[C:3]([N:6]1[C:16]2[C:11](=[CH:12][C:13]([I:17])=[CH:14][CH:15]=2)[C:9](=O)[C:7]1=[O:8])(=[O:5])[CH3:4].N1C2C(=CC=CC=2)C=CC1=[O:28].Cl. (8) Given the product [CH3:1][C:2]1[C:6]([C@H:7]([OH:21])[C:8]2[O:9][C:10]3[CH:16]=[CH:15][C:14]([CH2:17][C:18]([NH:64][CH:63]([C:62]4[CH:61]=[CH:60][N:59]=[CH:58][C:57]=4[CH3:56])[C:65]4[CH:66]=[CH:67][CH:68]=[CH:69][CH:70]=4)=[O:20])=[CH:13][C:11]=3[CH:12]=2)=[C:5]([CH3:22])[O:4][N:3]=1, predict the reactants needed to synthesize it. The reactants are: [CH3:1][C:2]1[C:6]([C@H:7]([OH:21])[C:8]2[O:9][C:10]3[CH:16]=[CH:15][C:14]([CH2:17][C:18]([OH:20])=O)=[CH:13][C:11]=3[CH:12]=2)=[C:5]([CH3:22])[O:4][N:3]=1.CN(C(ON1N=NC2C=CC=NC1=2)=[N+](C)C)C.F[P-](F)(F)(F)(F)F.CCN(C(C)C)C(C)C.[CH3:56][C:57]1[CH:58]=[N:59][CH:60]=[CH:61][C:62]=1[CH:63]([C:65]1[CH:70]=[CH:69][CH:68]=[CH:67][CH:66]=1)[NH2:64].